Task: Regression. Given a peptide amino acid sequence and an MHC pseudo amino acid sequence, predict their binding affinity value. This is MHC class II binding data.. Dataset: Peptide-MHC class II binding affinity with 134,281 pairs from IEDB (1) The peptide sequence is TSCSLMHTAVDLVNE. The MHC is HLA-DPA10103-DPB10401 with pseudo-sequence HLA-DPA10103-DPB10401. The binding affinity (normalized) is 0.179. (2) The peptide sequence is LEHEMWRSRADEINA. The MHC is DRB1_0801 with pseudo-sequence DRB1_0801. The binding affinity (normalized) is 0.322.